Dataset: Catalyst prediction with 721,799 reactions and 888 catalyst types from USPTO. Task: Predict which catalyst facilitates the given reaction. (1) Reactant: C(OC(=O)[NH:7][C:8]1[CH:13]=[C:12]([Cl:14])[C:11]([C:15]([F:18])([F:17])[F:16])=[CH:10][C:9]=1[NH:19][C:20](=[O:44])[CH2:21][C:22](=O)[C:23]1[CH:28]=[CH:27][CH:26]=[C:25]([C:29]2[CH:34]=[CH:33][N:32]=[C:31]([CH2:35][O:36]C3CCCCO3)[CH:30]=2)[CH:24]=1)(C)(C)C.C(O)(C(F)(F)F)=O. Product: [Cl:14][C:12]1[C:11]([C:15]([F:18])([F:17])[F:16])=[CH:10][C:9]2[NH:19][C:20](=[O:44])[CH2:21][C:22]([C:23]3[CH:28]=[CH:27][CH:26]=[C:25]([C:29]4[CH:34]=[CH:33][N:32]=[C:31]([CH2:35][OH:36])[CH:30]=4)[CH:24]=3)=[N:7][C:8]=2[CH:13]=1. The catalyst class is: 2. (2) Reactant: N1C=CC=CC=1.[C:7]([O:11][C:12]([N:14]1[CH2:19][CH2:18][CH:17]([CH2:20][CH2:21][OH:22])[CH2:16][CH2:15]1)=[O:13])([CH3:10])([CH3:9])[CH3:8].Cl[C:24]([O:26][CH2:27][Cl:28])=[O:25]. Product: [C:24](=[O:25])([O:22][CH2:21][CH2:20][CH:17]1[CH2:18][CH2:19][N:14]([C:12]([O:11][C:7]([CH3:10])([CH3:9])[CH3:8])=[O:13])[CH2:15][CH2:16]1)[O:26][CH2:27][Cl:28]. The catalyst class is: 4. (3) Reactant: Cl.[F:2][C:3]1[CH:4]=[C:5]([NH:20][NH2:21])[CH:6]=[CH:7][C:8]=1[O:9][C:10]1[CH:15]=[CH:14][CH:13]=[C:12]([C:16]([F:19])([F:18])[F:17])[CH:11]=1.N1C=CC=CC=1.[C:28](Cl)(=[O:30])[CH3:29].Cl. Product: [F:2][C:3]1[CH:4]=[C:5]([NH:20][NH:21][C:28](=[O:30])[CH3:29])[CH:6]=[CH:7][C:8]=1[O:9][C:10]1[CH:15]=[CH:14][CH:13]=[C:12]([C:16]([F:19])([F:18])[F:17])[CH:11]=1. The catalyst class is: 84. (4) Reactant: [O:1]1[C:5]2=[CH:6][N:7]=[CH:8][CH:9]=[C:4]2[CH:3]=[C:2]1[C:10]([OH:12])=O.S(Cl)(Cl)=O.[CH2:17]([NH2:24])[C:18]1[CH:23]=[CH:22][CH:21]=[CH:20][CH:19]=1.C(N(CC)CC)C. Product: [CH2:17]([NH:24][C:10]([C:2]1[O:1][C:5]2=[CH:6][N:7]=[CH:8][CH:9]=[C:4]2[CH:3]=1)=[O:12])[C:18]1[CH:23]=[CH:22][CH:21]=[CH:20][CH:19]=1. The catalyst class is: 85. (5) Reactant: [Br:1][C:2]1[CH:6]=[N:5][N:4]([CH3:7])[C:3]=1[C:8]1[CH:9]=[C:10]([NH2:20])[CH:11]=[CH:12][C:13]=1[O:14][CH2:15][CH2:16][N:17]([CH3:19])[CH3:18].[Cl:21][C:22]1[CH:27]=[CH:26][C:25]([N:28]=[C:29]=[O:30])=[CH:24][CH:23]=1. Product: [Br:1][C:2]1[CH:6]=[N:5][N:4]([CH3:7])[C:3]=1[C:8]1[CH:9]=[C:10]([NH:20][C:29]([NH:28][C:25]2[CH:26]=[CH:27][C:22]([Cl:21])=[CH:23][CH:24]=2)=[O:30])[CH:11]=[CH:12][C:13]=1[O:14][CH2:15][CH2:16][N:17]([CH3:18])[CH3:19]. The catalyst class is: 2. (6) Reactant: C[O:2][C:3]([C:5]1([CH2:12][NH2:13])[C:7]2([CH2:11][CH2:10][CH2:9][CH2:8]2)[CH2:6]1)=[O:4].O[Li].O. The catalyst class is: 5. Product: [NH2:13][CH2:12][C:5]1([C:3]([OH:4])=[O:2])[C:7]2([CH2:11][CH2:10][CH2:9][CH2:8]2)[CH2:6]1. (7) Reactant: S=C1[N:6]([C:7]([O:9][CH2:10][C:11]2[CH:16]=[CH:15][C:14]([O:17][C:18](=[O:20])[CH3:19])=[C:13]([O:21][CH3:22])[CH:12]=2)=[O:8])[CH2:5][CH2:4]S1.[CH2:23](N)[CH2:24][CH2:25][CH2:26][CH2:27]CC.C(N(CC)CC)C. Product: [C:18]([O:17][C:14]1[CH:15]=[CH:16][C:11]([CH2:10][O:9][C:7](=[O:8])[NH:6][CH2:5][CH2:4][CH2:23][CH2:24][CH2:25][CH2:26][CH3:27])=[CH:12][C:13]=1[O:21][CH3:22])(=[O:20])[CH3:19]. The catalyst class is: 4. (8) Reactant: [CH2:1]([O:3][C:4]([C:6]1[C:7](Cl)=[N:8][C:9]([S:12][CH3:13])=[N:10][CH:11]=1)=[O:5])[CH3:2].[CH2:15]([N:17](CC)CC)C.CN. Product: [CH2:1]([O:3][C:4]([C:6]1[C:7]([NH:17][CH3:15])=[N:8][C:9]([S:12][CH3:13])=[N:10][CH:11]=1)=[O:5])[CH3:2]. The catalyst class is: 1. (9) Reactant: [C:1]([O:5][C:6](=[O:17])/[CH:7]=[CH:8]/[C:9]1[CH:14]=[CH:13][C:12]([CH:15]=O)=[CH:11][N:10]=1)([CH3:4])([CH3:3])[CH3:2].[CH3:18][N:19]1[CH2:24][CH2:23][N:22]([C:25]2[CH:30]=[CH:29][C:28]([C:31](=[O:33])[CH3:32])=[CH:27][CH:26]=2)[CH2:21][CH2:20]1.[OH-].[K+]. Product: [C:1]([O:5][C:6](=[O:17])/[CH:7]=[CH:8]/[C:9]1[CH:14]=[CH:13][C:12](/[CH:15]=[CH:32]/[C:31]([C:28]2[CH:27]=[CH:26][C:25]([N:22]3[CH2:21][CH2:20][N:19]([CH3:18])[CH2:24][CH2:23]3)=[CH:30][CH:29]=2)=[O:33])=[CH:11][N:10]=1)([CH3:4])([CH3:3])[CH3:2]. The catalyst class is: 14.